From a dataset of Forward reaction prediction with 1.9M reactions from USPTO patents (1976-2016). Predict the product of the given reaction. (1) Given the reactants [OH:1][NH:2][C:3]([C:5]1[CH:6]=[C:7]([CH:11]=[CH:12][CH:13]=1)[C:8]([OH:10])=[O:9])=[NH:4].[C:14](OC(=O)C)(=O)[CH3:15], predict the reaction product. The product is: [CH3:14][C:15]1[O:1][N:2]=[C:3]([C:5]2[CH:6]=[C:7]([CH:11]=[CH:12][CH:13]=2)[C:8]([OH:10])=[O:9])[N:4]=1. (2) Given the reactants [CH3:1][O:2][C:3](=[O:26])[C@@H:4]([N:13]1[CH:17]=[CH:16][CH:15]=[C:14]1[C:18](=[O:25])[C:19]1[CH:24]=[CH:23][CH:22]=[CH:21][CH:20]=1)[CH2:5][C:6]1[CH:11]=[CH:10][C:9]([OH:12])=[CH:8][CH:7]=1.[CH3:27][C:28]1[O:32][C:31]([C:33]2[CH:38]=[CH:37][CH:36]=[CH:35][CH:34]=2)=[N:30][C:29]=1[CH2:39][CH2:40]O.C1(P(C2C=CC=CC=2)C2C=CC=CC=2)C=CC=CC=1.N(C(OCC)=O)=NC(OCC)=O, predict the reaction product. The product is: [CH3:1][O:2][C:3](=[O:26])[C@@H:4]([N:13]1[CH:17]=[CH:16][CH:15]=[C:14]1[C:18](=[O:25])[C:19]1[CH:24]=[CH:23][CH:22]=[CH:21][CH:20]=1)[CH2:5][C:6]1[CH:7]=[CH:8][C:9]([O:12][CH2:40][CH2:39][C:29]2[N:30]=[C:31]([C:33]3[CH:38]=[CH:37][CH:36]=[CH:35][CH:34]=3)[O:32][C:28]=2[CH3:27])=[CH:10][CH:11]=1. (3) Given the reactants [Br:1][CH2:2][C:3]([C:5]1[CH:14]=[CH:13][C:12]([O:15][CH2:16][C:17]2[CH:22]=[CH:21][C:20]([O:23][CH3:24])=[CH:19][CH:18]=2)=[C:11]2[C:6]=1[CH:7]=[CH:8][C:9](=[O:25])[NH:10]2)=[O:4].CO, predict the reaction product. The product is: [Br:1][CH2:2][C@@H:3]([C:5]1[CH:14]=[CH:13][C:12]([O:15][CH2:16][C:17]2[CH:18]=[CH:19][C:20]([O:23][CH3:24])=[CH:21][CH:22]=2)=[C:11]2[C:6]=1[CH:7]=[CH:8][C:9](=[O:25])[NH:10]2)[OH:4]. (4) Given the reactants [N+]([O-])(O)=O.[Cl:5][C:6]1[CH:7]=[C:8]([NH:12][C:13]([NH2:15])=[NH:14])[CH:9]=[CH:10][CH:11]=1.[Li+].[OH-].[CH:18](O)([CH2:20][CH3:21])[CH3:19], predict the reaction product. The product is: [Cl:5][C:6]1[CH:7]=[C:8]([NH:12][C:13]2[N:15]=[C:20]([C:21]3[C:21]4[C:13](=[N:14][CH:19]=[CH:18][CH:20]=4)[NH:12][CH:8]=3)[CH:18]=[CH:19][N:14]=2)[CH:9]=[CH:10][CH:11]=1. (5) Given the reactants F[C:2]1[CH:7]=[CH:6][CH:5]=[CH:4][C:3]=1[N+:8]([O-:10])=[O:9].[Cl:11][C:12]1[CH:17]=[CH:16][CH:15]=[CH:14][C:13]=1[N:18]1[C:22]([OH:23])=[CH:21][C:20]([CH3:24])=[N:19]1.C(=O)([O-])[O-].[K+].[K+].O, predict the reaction product. The product is: [Cl:11][C:12]1[CH:17]=[CH:16][CH:15]=[CH:14][C:13]=1[N:18]1[C:22]([O:23][C:2]2[CH:7]=[CH:6][CH:5]=[CH:4][C:3]=2[N+:8]([O-:10])=[O:9])=[CH:21][C:20]([CH3:24])=[N:19]1. (6) Given the reactants [OH:1][C:2]1[CH:15]=[CH:14][C:13]2[C:12](=[O:16])[C:11]3[C:6](=[CH:7][CH:8]=[C:9]([OH:17])[CH:10]=3)[C:5](=[O:18])[C:4]=2[CH:3]=1.[CH2:19]([CH:21]([CH2:24][CH2:25][CH2:26][CH3:27])[CH2:22]Br)[CH3:20].C([O-])([O-])=O.[K+].[K+], predict the reaction product. The product is: [CH2:19]([CH:21]([CH2:24][CH2:25][CH2:26][CH3:27])[CH2:22][O:1][C:2]1[CH:15]=[CH:14][C:13]2[C:12](=[O:16])[C:11]3[C:6](=[CH:7][CH:8]=[C:9]([O:17][CH2:5][CH:4]([CH2:13][CH3:12])[CH2:3][CH2:2][CH2:15][CH3:14])[CH:10]=3)[C:5](=[O:18])[C:4]=2[CH:3]=1)[CH3:20]. (7) Given the reactants [C:1]([C:3]1[C:4]([C:9]2[CH:14]=[CH:13][CH:12]=[CH:11][CH:10]=2)=[N:5][O:6][C:7]=1[CH3:8])#[CH:2].Br[C:16]1[CH:21]=[CH:20][C:19]([CH3:22])=[CH:18][N:17]=1, predict the reaction product. The product is: [CH3:22][C:19]1[CH:20]=[CH:21][C:16]([C:2]#[C:1][C:3]2[C:4]([C:9]3[CH:14]=[CH:13][CH:12]=[CH:11][CH:10]=3)=[N:5][O:6][C:7]=2[CH3:8])=[N:17][CH:18]=1.